Task: Predict which catalyst facilitates the given reaction.. Dataset: Catalyst prediction with 721,799 reactions and 888 catalyst types from USPTO Reactant: [N:1]([C:4]1[CH:9]=[CH:8][CH:7]=[CH:6][C:5]=1[F:10])=[N+:2]=[N-:3].[CH3:11][O:12][CH2:13][C:14](=O)[CH2:15][C:16]([O:18]C)=[O:17].[O-]CC.[Na+].[OH-].[Na+]. Product: [F:10][C:5]1[CH:6]=[CH:7][CH:8]=[CH:9][C:4]=1[N:1]1[C:14]([CH2:13][O:12][CH3:11])=[C:15]([C:16]([OH:18])=[O:17])[N:3]=[N:2]1. The catalyst class is: 88.